Dataset: Forward reaction prediction with 1.9M reactions from USPTO patents (1976-2016). Task: Predict the product of the given reaction. Given the reactants [CH:1]1([N:7]([C:32]2[S:33][CH:34]=[CH:35][N:36]=2)[C:8](=[O:31])[CH2:9][C:10]2[C:18]3[C:13](=[CH:14][CH:15]=[C:16]([O:19]C)[CH:17]=3)[N:12]([C:21](=[O:29])[C:22]3[CH:27]=[CH:26][C:25](Cl)=[CH:24][CH:23]=3)[C:11]=2[CH3:30])[CH2:6][CH2:5][CH2:4][CH2:3][CH2:2]1.B(Br)(Br)Br.[Cl:41]CCl, predict the reaction product. The product is: [CH:1]1([N:7]([C:32]2[S:33][CH:34]=[CH:35][N:36]=2)[C:8](=[O:31])[CH2:9][C:10]2[C:18]3[C:13](=[CH:14][CH:15]=[C:16]([OH:19])[CH:17]=3)[N:12]([C:21](=[O:29])[C:22]3[CH:27]=[CH:26][CH:25]=[CH:24][C:23]=3[Cl:41])[C:11]=2[CH3:30])[CH2:2][CH2:3][CH2:4][CH2:5][CH2:6]1.